From a dataset of Catalyst prediction with 721,799 reactions and 888 catalyst types from USPTO. Predict which catalyst facilitates the given reaction. (1) The catalyst class is: 1. Reactant: [C:1]([O:5][C:6]([N:8]1[CH2:14][CH:13]([N:15]2[CH2:20][CH2:19][CH2:18][CH2:17][C:16]2=[O:21])[CH2:12][O:11][CH2:10][CH2:9]1)=[O:7])([CH3:4])([CH3:3])[CH3:2].[Li+].CC([N-]C(C)C)C.CCCCCCC.C1COCC1.C(C1C=CC=CC=1)C.C1(S(Cl)(=O)=O)C=CC=CC=1.[Cl:60][C:61]1[CH:62]=[C:63]([NH2:68])[CH:64]=[C:65]([F:67])[CH:66]=1.[H-].[Na+]. Product: [Cl:60][C:61]1[CH:62]=[C:63]([NH:68][CH:17]2[CH2:18][CH2:19][CH2:20][N:15]([CH:13]3[CH2:12][O:11][CH2:10][CH2:9][N:8]([C:6]([O:5][C:1]([CH3:4])([CH3:2])[CH3:3])=[O:7])[CH2:14]3)[C:16]2=[O:21])[CH:64]=[C:65]([F:67])[CH:66]=1. (2) Reactant: [F:1][C:2]1[CH:3]=[C:4]([S:12]([CH:15]2[CH2:24][CH2:23][C:18]3([O:22][CH2:21][CH2:20][O:19]3)[CH2:17][CH2:16]2)(=[O:14])=[O:13])[CH:5]=[C:6]([C:8]([F:11])([F:10])[F:9])[CH:7]=1.[Li]CCCC.C1C=CC(S(N(S(C2C=CC=CC=2)(=O)=O)[F:40])(=O)=O)=CC=1.CCOC(C)=O. Product: [F:40][C:15]1([S:12]([C:4]2[CH:5]=[C:6]([C:8]([F:11])([F:9])[F:10])[CH:7]=[C:2]([F:1])[CH:3]=2)(=[O:14])=[O:13])[CH2:24][CH2:23][C:18]2([O:19][CH2:20][CH2:21][O:22]2)[CH2:17][CH2:16]1. The catalyst class is: 1. (3) Reactant: [NH2:1][C:2]1[S:6][C:5]([C@H:7]2[CH2:12][CH2:11][CH2:10][C@H:9]([C:13]3[S:17][C:16]([NH:18][C:19](=[O:27])[CH2:20][C:21]4[CH:26]=[CH:25][CH:24]=[CH:23][N:22]=4)=[N:15][N:14]=3)[CH2:8]2)=[N:4][N:3]=1.[CH3:28][O:29][C:30]1[CH:35]=[CH:34][CH:33]=[CH:32][C:31]=1[CH2:36][C:37](O)=[O:38].CN(C(ON1N=NC2C=CC=NC1=2)=[N+](C)C)C.F[P-](F)(F)(F)(F)F.C(N(C(C)C)C(C)C)C. Product: [CH3:28][O:29][C:30]1[CH:35]=[CH:34][CH:33]=[CH:32][C:31]=1[CH2:36][C:37]([NH:1][C:2]1[S:6][C:5]([C@H:7]2[CH2:12][CH2:11][CH2:10][C@H:9]([C:13]3[S:17][C:16]([NH:18][C:19](=[O:27])[CH2:20][C:21]4[CH:26]=[CH:25][CH:24]=[CH:23][N:22]=4)=[N:15][N:14]=3)[CH2:8]2)=[N:4][N:3]=1)=[O:38]. The catalyst class is: 35. (4) The catalyst class is: 12. Reactant: [C:1](C1NC=CN=1)(C1NC=CN=1)=[O:2].C1CCN2C(=NCCC2)CC1.[Cl:24][C:25]1[CH:26]=[C:27]([C:32]([C@H:34]2[CH2:36][C@@H:35]2[C:37](=[NH:40])[NH:38][OH:39])=[O:33])[CH:28]=[CH:29][C:30]=1[F:31]. Product: [Cl:24][C:25]1[CH:26]=[C:27]([C:32]([C@H:34]2[CH2:36][C@@H:35]2[C:37]2[NH:38][O:39][C:1](=[O:2])[N:40]=2)=[O:33])[CH:28]=[CH:29][C:30]=1[F:31]. (5) Reactant: Cl[C:2]1[C:11]2[C:6](=[CH:7][CH:8]=[CH:9][CH:10]=2)[C:5]([N:12]2[CH2:17][CH2:16][N:15]([C:18]([O:20][C:21]([CH3:24])([CH3:23])[CH3:22])=[O:19])[CH2:14][C@@H:13]2[CH3:25])=[N:4][N:3]=1.[C:26]([C:28]1[CH:33]=[CH:32][C:31](B(O)O)=[CH:30][CH:29]=1)#[N:27].C(=O)([O-])[O-].[Cs+].[Cs+]. Product: [C:26]([C:28]1[CH:33]=[CH:32][C:31]([C:2]2[C:11]3[C:6](=[CH:7][CH:8]=[CH:9][CH:10]=3)[C:5]([N:12]3[CH2:17][CH2:16][N:15]([C:18]([O:20][C:21]([CH3:24])([CH3:23])[CH3:22])=[O:19])[CH2:14][C@@H:13]3[CH3:25])=[N:4][N:3]=2)=[CH:30][CH:29]=1)#[N:27]. The catalyst class is: 38. (6) Reactant: C(N(CC)CC)C.[NH:8]1[CH2:13][CH2:12][CH:11]([NH:14][C:15]2[NH:19][C:18]3[CH:20]=[CH:21][CH:22]=[CH:23][C:17]=3[N:16]=2)[CH2:10][CH2:9]1.[Cl:24][C:25]1[CH:26]=[C:27]([CH:30]=[CH:31][C:32]=1[Cl:33])[CH:28]=O.C(O[BH-](OC(=O)C)OC(=O)C)(=O)C.[Na+]. Product: [Cl:24][C:25]1[CH:26]=[C:27]([CH:30]=[CH:31][C:32]=1[Cl:33])[CH2:28][N:8]1[CH2:9][CH2:10][CH:11]([NH:14][C:15]2[NH:16][C:17]3[CH:23]=[CH:22][CH:21]=[CH:20][C:18]=3[N:19]=2)[CH2:12][CH2:13]1. The catalyst class is: 9. (7) Reactant: [Br:1][C:2]1[CH:8]=[C:7]([F:9])[CH:6]=[CH:5][C:3]=1[NH2:4].[CH:10](OC)(OC)OC.[N-:17]=[N+:18]=[N-:19].[Na+]. Product: [Br:1][C:2]1[CH:8]=[C:7]([F:9])[CH:6]=[CH:5][C:3]=1[N:4]1[CH:10]=[N:19][N:18]=[N:17]1. The catalyst class is: 15. (8) Reactant: C([O:3][C:4](=O)[CH2:5][C:6]1[N:7]=[C:8]([NH:11][C:12](=[O:28])[CH:13]([C:20]2[CH:25]=[CH:24][C:23]([Cl:26])=[C:22]([Cl:27])[CH:21]=2)[CH2:14][CH:15]2[CH2:19][CH2:18][CH2:17][CH2:16]2)[S:9][CH:10]=1)C.[BH4-].[Na+]. Product: [CH:15]1([CH2:14][CH:13]([C:20]2[CH:25]=[CH:24][C:23]([Cl:26])=[C:22]([Cl:27])[CH:21]=2)[C:12]([NH:11][C:8]2[S:9][CH:10]=[C:6]([CH2:5][CH2:4][OH:3])[N:7]=2)=[O:28])[CH2:19][CH2:18][CH2:17][CH2:16]1. The catalyst class is: 7.